This data is from Forward reaction prediction with 1.9M reactions from USPTO patents (1976-2016). The task is: Predict the product of the given reaction. (1) Given the reactants [CH2:1]([O:3][C:4](=[O:18])[C:5]([O:8][C:9]1[CH:14]=[CH:13][C:12]([CH2:15][NH2:16])=[CH:11][C:10]=1[CH3:17])([CH3:7])[CH3:6])[CH3:2].[CH3:19][C:20]1[N:28]=[C:27]([C:29]2[CH:34]=[CH:33][C:32]([C:35]([F:38])([F:37])[F:36])=[CH:31][CH:30]=2)[CH:26]=[CH:25][C:21]=1[C:22](O)=[O:23].COC(=O)C1C=CC(C2C=CC(C(F)(F)F)=CC=2)=NC=1C, predict the reaction product. The product is: [CH2:1]([O:3][C:4](=[O:18])[C:5]([CH3:6])([O:8][C:9]1[CH:14]=[CH:13][C:12]([CH2:15][NH:16][C:22]([C:21]2[C:20]([CH3:19])=[N:28][C:27]([C:29]3[CH:34]=[CH:33][C:32]([C:35]([F:38])([F:36])[F:37])=[CH:31][CH:30]=3)=[CH:26][CH:25]=2)=[O:23])=[CH:11][C:10]=1[CH3:17])[CH3:7])[CH3:2]. (2) Given the reactants [C:1]([CH2:9][CH2:10][CH2:11][C:12]([OH:14])=[O:13])(=[O:8])[C:2]1[CH:7]=[CH:6][CH:5]=[CH:4][CH:3]=1.O1CCOCC1.BrBr.C([O-])(O)=O.[Na+], predict the reaction product. The product is: [C:1]([CH:9]1[O:13][C:12](=[O:14])[CH2:11][CH2:10]1)(=[O:8])[C:2]1[CH:7]=[CH:6][CH:5]=[CH:4][CH:3]=1. (3) Given the reactants [C:1]([C:3]1[CH:4]=[C:5]([CH:9]=[CH:10][C:11]=1[O:12][CH:13]([CH3:15])[CH3:14])[C:6]([OH:8])=O)#[N:2].CCN=C=NCCCN(C)C.C1C=CC2N(O)N=NC=2C=1.O[NH:38]/[C:39](=[N:57]\[H])/[C:40]1[C:41]([CH2:54][CH2:55][CH3:56])=[C:42]([CH2:46][CH2:47][CH2:48][C:49]([O:51][CH2:52][CH3:53])=[O:50])[CH:43]=[CH:44][CH:45]=1.CCCC[N+](CCCC)(CCCC)CCCC.[F-], predict the reaction product. The product is: [C:1]([C:3]1[CH:4]=[C:5]([C:6]2[O:8][N:57]=[C:39]([C:40]3[C:41]([CH2:54][CH2:55][CH3:56])=[C:42]([CH2:46][CH2:47][CH2:48][C:49]([O:51][CH2:52][CH3:53])=[O:50])[CH:43]=[CH:44][CH:45]=3)[N:38]=2)[CH:9]=[CH:10][C:11]=1[O:12][CH:13]([CH3:15])[CH3:14])#[N:2]. (4) Given the reactants [N:1]1[C:10]2[C:5](=[CH:6][CH:7]=[CH:8][CH:9]=2)[CH:4]=[C:3](B(O)O)[CH:2]=1.FC(F)(F)S(O[C:20]1[CH2:25][CH2:24][N:23]([C:26]([O:28][C:29]([CH3:32])([CH3:31])[CH3:30])=[O:27])[CH2:22][CH:21]=1)(=O)=O.C(=O)(O)[O-].[Na+].[Cl-].[Li+], predict the reaction product. The product is: [N:1]1[C:10]2[C:5](=[CH:6][CH:7]=[CH:8][CH:9]=2)[CH:4]=[C:3]([C:20]2[CH2:25][CH2:24][N:23]([C:26]([O:28][C:29]([CH3:32])([CH3:31])[CH3:30])=[O:27])[CH2:22][CH:21]=2)[CH:2]=1. (5) The product is: [CH3:1][N:2]([CH2:6][C:7]1[CH:12]=[CH:11][C:10]([F:13])=[CH:9][CH:8]=1)[C:3](=[S:20])[CH3:4]. Given the reactants [CH3:1][N:2]([CH2:6][C:7]1[CH:12]=[CH:11][C:10]([F:13])=[CH:9][CH:8]=1)[C:3](=O)[CH3:4].C1COCC1.P12(SP3(SP(SP(S3)(S1)=S)(=S)S2)=S)=[S:20].CCCCCCC, predict the reaction product.